From a dataset of Catalyst prediction with 721,799 reactions and 888 catalyst types from USPTO. Predict which catalyst facilitates the given reaction. Reactant: [CH3:1][O:2][CH2:3]Cl.[N:5]1[NH:6][N:7]=[N:8][C:9]=1[C:10]1[CH:14]=[CH:13][S:12][C:11]=1[NH:15][C:16](=[O:26])[CH2:17][C:18]1[CH:23]=[CH:22][C:21]([O:24][CH3:25])=[CH:20][CH:19]=1.C(=O)([O-])[O-].[K+].[K+]. Product: [CH3:1][O:2][CH2:3][N:7]1[N:6]=[N:5][C:9]([C:10]2[CH:14]=[CH:13][S:12][C:11]=2[NH:15][C:16](=[O:26])[CH2:17][C:18]2[CH:23]=[CH:22][C:21]([O:24][CH3:25])=[CH:20][CH:19]=2)=[N:8]1. The catalyst class is: 18.